Predict the product of the given reaction. From a dataset of Forward reaction prediction with 1.9M reactions from USPTO patents (1976-2016). (1) Given the reactants [NH2:1][C:2]1[N:7]=[C:6]([C:8]2[O:9][CH:10]=[CH:11][CH:12]=2)[C:5]([C:13]#[N:14])=[C:4](S(C)=O)[N:3]=1.[NH2:18][C:19]1[CH:26]=[CH:25][CH:24]=[CH:23][C:20]=1[CH2:21][NH2:22], predict the reaction product. The product is: [NH2:1][C:2]1[N:3]=[C:4]([NH:22][CH2:21][C:20]2[CH:23]=[CH:24][CH:25]=[CH:26][C:19]=2[NH2:18])[C:5]([C:13]#[N:14])=[C:6]([C:8]2[O:9][CH:10]=[CH:11][CH:12]=2)[N:7]=1. (2) Given the reactants [CH3:1][Mg]I.[F:4][C:5]1[CH:10]=[CH:9][CH:8]=[CH:7][C:6]=1[C:11]1[CH:12]=[N:13][C:14]([N:17]2[C:25]3[C:20](=[CH:21][CH:22]=[C:23]([C:26]([N:28]4[CH2:33][CH2:32][O:31][CH2:30][CH2:29]4)=[O:27])[CH:24]=3)[C:19]([CH:34]=[O:35])=[CH:18]2)=[N:15][CH:16]=1, predict the reaction product. The product is: [F:4][C:5]1[CH:10]=[CH:9][CH:8]=[CH:7][C:6]=1[C:11]1[CH:16]=[N:15][C:14]([N:17]2[C:25]3[C:20](=[CH:21][CH:22]=[C:23]([C:26]([N:28]4[CH2:33][CH2:32][O:31][CH2:30][CH2:29]4)=[O:27])[CH:24]=3)[C:19]([CH:34]([OH:35])[CH3:1])=[CH:18]2)=[N:13][CH:12]=1.